This data is from Cav3 T-type calcium channel HTS with 100,875 compounds. The task is: Binary Classification. Given a drug SMILES string, predict its activity (active/inactive) in a high-throughput screening assay against a specified biological target. (1) The drug is S=C1NC(=O)C(=C\NNc2cc(ccc2)C)/C(=O)N1. The result is 0 (inactive). (2) The compound is s\1c2c(n(c1=N/C(=O)CC)C)c(F)cc(F)c2. The result is 0 (inactive). (3) The compound is Clc1ccc(CNC(=O)c2cc(S(=O)(=O)Nc3c(n(n(c3=O)c3ccccc3)C)C)ccc2)cc1. The result is 0 (inactive).